From a dataset of Peptide-MHC class II binding affinity with 134,281 pairs from IEDB. Regression. Given a peptide amino acid sequence and an MHC pseudo amino acid sequence, predict their binding affinity value. This is MHC class II binding data. (1) The peptide sequence is GELQIVDKWDAAFKI. The MHC is DRB1_1302 with pseudo-sequence DRB1_1302. The binding affinity (normalized) is 0.694. (2) The peptide sequence is YKFIPSLEAAVKQAY. The MHC is HLA-DPA10201-DPB10101 with pseudo-sequence HLA-DPA10201-DPB10101. The binding affinity (normalized) is 0.197. (3) The binding affinity (normalized) is 0.456. The MHC is DRB1_1302 with pseudo-sequence DRB1_1302. The peptide sequence is TAVAKCNEKHDEEFC. (4) The peptide sequence is GELCIVDKIDAAFKI. The MHC is DRB5_0101 with pseudo-sequence DRB5_0101. The binding affinity (normalized) is 0.531. (5) The MHC is HLA-DPA10103-DPB10401 with pseudo-sequence HLA-DPA10103-DPB10401. The binding affinity (normalized) is 0.134. The peptide sequence is SGTNNKTMAVCTNAK. (6) The peptide sequence is DTGCAIDISRQELRCGSGV. The MHC is DRB1_0401 with pseudo-sequence DRB1_0401. The binding affinity (normalized) is 0.0480. (7) The peptide sequence is LGVLLLIGCWYCRRRNGYR. The MHC is DRB5_0101 with pseudo-sequence DRB5_0101. The binding affinity (normalized) is 0.539.